Predict the reaction yield, written as a fraction of the theoretical maximum amount of product (1.0 means a 100% yield; for example, 0.34 means a 34% yield). From a dataset of Reaction yield outcomes from USPTO patents with 853,638 reactions. (1) The reactants are [Cl:1][C:2]1[C:7](C(O)=[O:9])=[C:6]([F:11])[C:5]([CH3:12])=[CH:4][CH:3]=1.C(Cl)Cl.C(Cl)(=O)C(Cl)=O.C[N:23]([CH:25]=[O:26])C. No catalyst specified. The product is [OH-:9].[NH4+:23].[Cl:1][C:2]1[C:7]([C:25]([NH2:23])=[O:26])=[C:6]([F:11])[C:5]([CH3:12])=[CH:4][CH:3]=1. The yield is 0.360. (2) The reactants are [C:1]([C:3]1[CH:8]=[CH:7][C:6]([C:9]2[CH:10]=[N:11][N:12]([C:15]3[CH:23]=[CH:22][C:18]([C:19](O)=[O:20])=[CH:17][N:16]=3)[C:13]=2[OH:14])=[C:5]([CH3:24])[CH:4]=1)#[N:2].C1N=CN(C(N2C=NC=C2)=O)C=1.[CH2:37]([N:39]1[CH2:44][CH2:43][NH:42][CH2:41][CH2:40]1)[CH3:38].Cl. The catalyst is C1COCC1.CN(C1C=CN=CC=1)C.CS(C)=O.O. The product is [CH2:37]([N:39]1[CH2:44][CH2:43][N:42]([C:19]([C:18]2[CH:22]=[CH:23][C:15]([N:12]3[C:13]([OH:14])=[C:9]([C:6]4[CH:7]=[CH:8][C:3]([C:1]#[N:2])=[CH:4][C:5]=4[CH3:24])[CH:10]=[N:11]3)=[N:16][CH:17]=2)=[O:20])[CH2:41][CH2:40]1)[CH3:38]. The yield is 0.900. (3) The reactants are [NH2:1][C:2]1[CH:9]=[CH:8][C:5]([C:6]#[N:7])=[CH:4][CH:3]=1.[CH2:10]([O:12][C:13](=[O:24])[C:14](=[CH:20]OCC)[C:15]([O:17][CH2:18][CH3:19])=[O:16])[CH3:11].CCCCCC. The catalyst is C1(C)C=CC=CC=1. The product is [C:6]([C:5]1[CH:8]=[CH:9][C:2]([NH:1][CH:20]=[C:14]([C:13]([O:12][CH2:10][CH3:11])=[O:24])[C:15]([O:17][CH2:18][CH3:19])=[O:16])=[CH:3][CH:4]=1)#[N:7]. The yield is 0.850. (4) The reactants are [C:1]([C:3]1[S:7][C:6]([NH:8][C:9](=[O:15])[CH2:10][CH2:11][C:12]([OH:14])=O)=[N:5][CH:4]=1)#[N:2].C(Cl)(=O)C(Cl)=O. The catalyst is ClCCl.CN(C)C=O. The product is [O:14]=[C:12]1[CH2:11][CH2:10][C:9](=[O:15])[N:8]1[C:6]1[S:7][C:3]([C:1]#[N:2])=[CH:4][N:5]=1. The yield is 0.810.